From a dataset of Reaction yield outcomes from USPTO patents with 853,638 reactions. Predict the reaction yield, written as a fraction of the theoretical maximum amount of product (1.0 means a 100% yield; for example, 0.34 means a 34% yield). (1) The reactants are C(N(C(C)C)CC)(C)C.CN(C(ON1N=NC2C=CC=CC1=2)=[N+](C)C)C.F[P-](F)(F)(F)(F)F.[CH3:34][CH:35]([OH:38])[CH2:36][CH3:37].[CH3:39][N:40]([CH3:60])[CH:41]1[CH2:46][CH2:45][N:44]([C:47](=[O:59])[CH2:48][CH2:49][C:50]2[N:51]([CH2:55][C:56](O)=[O:57])[CH:52]=[CH:53][N:54]=2)[CH2:43][CH2:42]1. The catalyst is C(Cl)(Cl)Cl. The product is [CH3:60][N:40]([CH3:39])[CH:41]1[CH2:46][CH2:45][N:44]([C:47](=[O:59])[CH2:48][CH2:49][C:50]2[N:51]([CH2:55][C:56]([O:38][CH:35]([CH2:36][CH3:37])[CH3:34])=[O:57])[CH:52]=[CH:53][N:54]=2)[CH2:43][CH2:42]1. The yield is 0.590. (2) The reactants are [C:1]1([C:7]2[CH:12]=[CH:11][N:10]=[CH:9][C:8]=2[N+:13]([O-])=O)[CH2:6][CH2:5][CH2:4][CH2:3][CH:2]=1. The catalyst is C(O)(=O)C.[Fe]. The product is [C:1]1([C:7]2[CH:12]=[CH:11][N:10]=[CH:9][C:8]=2[NH2:13])[CH2:6][CH2:5][CH2:4][CH2:3][CH:2]=1. The yield is 0.990.